From a dataset of Catalyst prediction with 721,799 reactions and 888 catalyst types from USPTO. Predict which catalyst facilitates the given reaction. (1) Reactant: [CH2:1]([O:8][C:9](=[O:16])[NH:10][CH:11]([CH3:15])[CH2:12][CH:13]=[CH2:14])[C:2]1[CH:7]=[CH:6][CH:5]=[CH:4][CH:3]=1.[H-].[Na+].[Br:19][C:20]1[CH:27]=[CH:26][C:23]([CH2:24][NH-])=[CH:22][CH:21]=1. Product: [CH2:1]([O:8][C:9](=[O:16])[N:10]([CH2:24][C:23]1[CH:26]=[CH:27][C:20]([Br:19])=[CH:21][CH:22]=1)[CH:11]([CH3:15])[CH2:12][CH:13]=[CH2:14])[C:2]1[CH:7]=[CH:6][CH:5]=[CH:4][CH:3]=1. The catalyst class is: 3. (2) Reactant: [NH2:1][C:2]1[CH:7]=[CH:6][C:5]([CH3:8])=[CH:4][N:3]=1.[CH3:9][C:10]([N+:17]#[C-:18])([CH3:16])[CH2:11][C:12]([CH3:15])([CH3:14])[CH3:13].[CH:19](=O)[CH3:20]. Product: [CH3:19][C:20]1[N:1]=[C:2]2[CH:7]=[CH:6][C:5]([CH3:8])=[CH:4][N:3]2[C:18]=1[NH:17][C:10]([CH3:16])([CH3:9])[CH2:11][C:12]([CH3:15])([CH3:14])[CH3:13]. The catalyst class is: 519. (3) Reactant: [Br:1][C:2]1[CH:8]=[C:7]([CH3:9])[C:5]([NH2:6])=[C:4]([CH2:10][CH3:11])[CH:3]=1.Cl[C:13](Cl)([O:15]C(=O)OC(Cl)(Cl)Cl)Cl. Product: [Br:1][C:2]1[CH:8]=[C:7]([CH3:9])[C:5]([N:6]=[C:13]=[O:15])=[C:4]([CH2:10][CH3:11])[CH:3]=1. The catalyst class is: 1.